Dataset: NCI-60 drug combinations with 297,098 pairs across 59 cell lines. Task: Regression. Given two drug SMILES strings and cell line genomic features, predict the synergy score measuring deviation from expected non-interaction effect. Drug 1: C1=CC(=CC=C1CCC2=CNC3=C2C(=O)NC(=N3)N)C(=O)NC(CCC(=O)O)C(=O)O. Drug 2: CC12CCC3C(C1CCC2OP(=O)(O)O)CCC4=C3C=CC(=C4)OC(=O)N(CCCl)CCCl.[Na+]. Cell line: HL-60(TB). Synergy scores: CSS=33.0, Synergy_ZIP=-4.83, Synergy_Bliss=-11.7, Synergy_Loewe=-31.9, Synergy_HSA=-10.7.